From a dataset of Catalyst prediction with 721,799 reactions and 888 catalyst types from USPTO. Predict which catalyst facilitates the given reaction. Reactant: Br[CH2:2][C:3]([O:5][CH2:6][CH3:7])=[O:4].[F:8][C:9]1[CH:15]=[CH:14][C:12]([NH2:13])=[CH:11][CH:10]=1.C([O-])(=O)C.[Na+].O. Product: [F:8][C:9]1[CH:15]=[CH:14][C:12]([NH:13][CH2:2][C:3]([O:5][CH2:6][CH3:7])=[O:4])=[CH:11][CH:10]=1. The catalyst class is: 8.